Dataset: Full USPTO retrosynthesis dataset with 1.9M reactions from patents (1976-2016). Task: Predict the reactants needed to synthesize the given product. (1) Given the product [C:40]([O:39][C:37]([N:24]1[CH2:25][CH2:26][N:27]([C:28]2[CH:29]=[N:30][C:31]([NH2:34])=[CH:32][CH:33]=2)[C@@H:22]([CH3:21])[CH2:23]1)=[O:38])([CH3:43])([CH3:41])[CH3:42], predict the reactants needed to synthesize it. The reactants are: NC1N=CC(N2CCN(C(OC(C)(C)C)=O)CC2)=CC=1.[CH3:21][C@@H:22]1[N:27]([C:28]2[CH:29]=[N:30][C:31]([N+:34]([O-])=O)=[CH:32][CH:33]=2)[CH2:26][CH2:25][N:24]([C:37]([O:39][C:40]([CH3:43])([CH3:42])[CH3:41])=[O:38])[CH2:23]1. (2) Given the product [NH2:1][C:2]1[C:12]([Cl:13])=[C:11]([CH2:14][N:15]2[CH2:19][CH2:18][C@H:17]([CH2:20][N:21]([C:22]([O:24][C:25]([CH3:27])([CH3:28])[CH3:26])=[O:23])[CH3:29])[CH2:16]2)[C:10]([C:30]([F:32])([F:33])[F:31])=[CH:9][C:3]=1[C:4]([OH:6])=[O:5], predict the reactants needed to synthesize it. The reactants are: [NH2:1][C:2]1[C:12]([Cl:13])=[C:11]([CH2:14][N:15]2[CH2:19][CH2:18][C@H:17]([CH2:20][N:21]([CH3:29])[C:22]([O:24][C:25]([CH3:28])([CH3:27])[CH3:26])=[O:23])[CH2:16]2)[C:10]([C:30]([F:33])([F:32])[F:31])=[CH:9][C:3]=1[C:4]([O:6]CC)=[O:5].NC1C(Br)=CC(C(F)(F)F)=CC=1C(O)=O.